Predict the reactants needed to synthesize the given product. From a dataset of Full USPTO retrosynthesis dataset with 1.9M reactions from patents (1976-2016). (1) Given the product [O:37]=[C:28]1[C:29]2[C:34](=[CH:33][CH:32]=[CH:31][CH:30]=2)[C:35](=[O:36])[N:27]1[C@@H:22]([CH2:23][CH:24]([CH3:26])[CH3:25])[CH2:21][O:20][C:2]1[CH:3]=[CH:4][C:5]2[C:15]3[C:10](=[C:11]([NH:16][C:17](=[O:19])[CH3:18])[N:12]=[CH:13][CH:14]=3)[CH2:9][O:8][C:6]=2[CH:7]=1, predict the reactants needed to synthesize it. The reactants are: Cl[C:2]1[CH:3]=[CH:4][C:5]2[C:15]3[C:10](=[C:11]([NH:16][C:17](=[O:19])[CH3:18])[N:12]=[CH:13][CH:14]=3)[CH2:9][O:8][C:6]=2[CH:7]=1.[OH:20][CH2:21][C@@H:22]([N:27]1[C:35](=[O:36])[C:34]2[C:29](=[CH:30][CH:31]=[CH:32][CH:33]=2)[C:28]1=[O:37])[CH2:23][CH:24]([CH3:26])[CH3:25].C(P(C(C)(C)C)C1(C(C)C)CC(C(C)C)=CC(C(C)C)=C1C1C=CC=CC=1)(C)(C)C.C(=O)([O-])[O-].[Cs+].[Cs+]. (2) Given the product [CH2:13]([N:1]1[C:9]2[CH:8]=[CH:7][N:6]=[CH:5][C:4]=2[C:3](=[O:10])[C:2]1=[O:11])[CH2:14][CH2:15][CH2:20][CH3:19], predict the reactants needed to synthesize it. The reactants are: [NH:1]1[C:9]2[CH:8]=[CH:7][N:6]=[CH:5][C:4]=2[C:3](=[O:10])[C:2]1=[O:11].N1C2=NC=[CH:19][CH:20]=[C:15]2[CH:14]=[CH:13]1. (3) Given the product [Si:21]([O:20][CH2:19][CH2:18][C@H:17]([NH:16][C:11]1[O:12][C:13]([CH3:15])([CH3:14])[CH:8]([C:4]2[CH:3]=[C:2]([CH3:36])[CH:7]=[CH:6][CH:5]=2)[S:9](=[O:35])(=[O:34])[N:10]=1)[C:28]1[CH:33]=[CH:32][CH:31]=[CH:30][CH:29]=1)([C:24]([CH3:27])([CH3:26])[CH3:25])([CH3:23])[CH3:22], predict the reactants needed to synthesize it. The reactants are: Br[C:2]1[CH:3]=[C:4]([CH:8]2[C:13]([CH3:15])([CH3:14])[O:12][C:11]([NH:16][C@H:17]([C:28]3[CH:33]=[CH:32][CH:31]=[CH:30][CH:29]=3)[CH2:18][CH2:19][O:20][Si:21]([C:24]([CH3:27])([CH3:26])[CH3:25])([CH3:23])[CH3:22])=[N:10][S:9]2(=[O:35])=[O:34])[CH:5]=[CH:6][CH:7]=1.[CH3:36][Al](C)C. (4) Given the product [N+:13]([C:11]1[N:12]=[C:8]2[N:9]([CH:10]=1)[CH2:16][CH2:17][C@H:18]([CH2:19][O:20][C:21]1[CH:47]=[CH:46][C:24]3[N:25]=[C:26]([N:28]4[CH2:33][CH2:32][N:31]([CH2:34][C:35]5[CH:40]=[CH:39][C:38]([O:41][C:42]([F:45])([F:44])[F:43])=[CH:37][CH:36]=5)[CH2:30][CH2:29]4)[S:27][C:23]=3[CH:22]=1)[O:48]2)([O-:15])=[O:14], predict the reactants needed to synthesize it. The reactants are: CC(C)([O-])C.[Na+].Cl[C:8]1[N:9]([CH2:16][CH2:17][C@@H:18]([OH:48])[CH2:19][O:20][C:21]2[CH:47]=[CH:46][C:24]3[N:25]=[C:26]([N:28]4[CH2:33][CH2:32][N:31]([CH2:34][C:35]5[CH:40]=[CH:39][C:38]([O:41][C:42]([F:45])([F:44])[F:43])=[CH:37][CH:36]=5)[CH2:30][CH2:29]4)[S:27][C:23]=3[CH:22]=2)[CH:10]=[C:11]([N+:13]([O-:15])=[O:14])[N:12]=1.[Cl-].[NH4+]. (5) The reactants are: [C:1]([C:4]1[CH:9]=[CH:8][C:7]([N:10]2[C:14](=[O:15])[NH:13][NH:12][C:11]2=[O:16])=[CH:6][CH:5]=1)(=O)[CH3:2].Cl.[CH2:18]([O:25][NH2:26])[C:19]1[CH:24]=[CH:23][CH:22]=[CH:21][CH:20]=1.Cl.O1CCOCC1. Given the product [CH2:18]([O:25]/[N:26]=[C:1](/[C:4]1[CH:9]=[CH:8][C:7]([N:10]2[C:14](=[O:15])[NH:13][NH:12][C:11]2=[O:16])=[CH:6][CH:5]=1)\[CH3:2])[C:19]1[CH:24]=[CH:23][CH:22]=[CH:21][CH:20]=1, predict the reactants needed to synthesize it. (6) The reactants are: [Cl:1][CH2:2][C:3](Cl)=[O:4].[NH2:6][CH:7]1[CH2:12][CH2:11][CH2:10][CH2:9][CH:8]1[CH2:13][C:14]1[NH:15][C:16](=[O:26])[C:17]2[NH:22][N:21]=[C:20]([CH:23]([CH3:25])[CH3:24])[C:18]=2[N:19]=1.N1C=CC=CC=1.Cl. Given the product [CH:23]([C:20]1[C:18]2[N:19]=[C:14]([CH2:13][C@@H:8]3[CH2:9][CH2:10][CH2:11][CH2:12][C@H:7]3[NH:6][C:3](=[O:4])[CH2:2][Cl:1])[NH:15][C:16](=[O:26])[C:17]=2[NH:22][N:21]=1)([CH3:25])[CH3:24], predict the reactants needed to synthesize it. (7) Given the product [CH3:15][O:14][C:5]1[C:6]2[C:11](=[CH:10][CH:9]=[C:8]([O:12][CH3:13])[CH:7]=2)[C:2]([C:29]#[C:28][Si:25]([CH3:27])([CH3:26])[CH3:24])=[C:3]([C:16]2[CH:21]=[CH:20][C:19]([O:22][CH3:23])=[CH:18][CH:17]=2)[N:4]=1, predict the reactants needed to synthesize it. The reactants are: Br[C:2]1[C:11]2[C:6](=[CH:7][C:8]([O:12][CH3:13])=[CH:9][CH:10]=2)[C:5]([O:14][CH3:15])=[N:4][C:3]=1[C:16]1[CH:21]=[CH:20][C:19]([O:22][CH3:23])=[CH:18][CH:17]=1.[CH3:24][Si:25]([C:28]#[C:29][B-](F)(F)F)([CH3:27])[CH3:26].[K+].C(=O)([O-])[O-].[K+].[K+]. (8) Given the product [CH3:45][N:43]([CH3:44])[CH2:42][CH2:41][N:39]([CH3:40])[C:37]1[CH:36]=[CH:35][C:12]([C:13]([NH:15][C:16]2[CH:28]=[C:27]([C:29]3[CH:34]=[CH:33][CH:32]=[CH:31][CH:30]=3)[CH:26]=[CH:25][C:17]=2[C:18]([O:20][C:21]([CH3:24])([CH3:23])[CH3:22])=[O:19])=[O:14])=[C:11]([OH:10])[CH:38]=1, predict the reactants needed to synthesize it. The reactants are: CO.C([O:10][C:11]1[CH:38]=[C:37]([N:39]([CH2:41][CH2:42][N:43]([CH3:45])[CH3:44])[CH3:40])[CH:36]=[CH:35][C:12]=1[C:13]([NH:15][C:16]1[CH:28]=[C:27]([C:29]2[CH:34]=[CH:33][CH:32]=[CH:31][CH:30]=2)[CH:26]=[CH:25][C:17]=1[C:18]([O:20][C:21]([CH3:24])([CH3:23])[CH3:22])=[O:19])=[O:14])C1C=CC=CC=1. (9) Given the product [F:27][C:11]1[CH:10]=[C:9]([C:4]2[C:3]([C:1]#[N:2])=[CH:8][CH:7]=[CH:6][CH:5]=2)[CH:14]=[CH:13][C:12]=1[CH2:15][C:16]1[C:17](=[O:18])[N:34]([CH:31]2[CH2:32][CH2:33][O:28][CH2:29][CH2:30]2)[C:35]2[N:36]([N:37]=[CH:38][N:39]=2)[C:22]=1[CH2:23][CH2:24][CH3:25], predict the reactants needed to synthesize it. The reactants are: [C:1]([C:3]1[CH:8]=[CH:7][CH:6]=[CH:5][C:4]=1[C:9]1[CH:14]=[CH:13][C:12]([CH2:15][CH:16]([C:22](=O)[CH2:23][CH2:24][CH3:25])[C:17](OCC)=[O:18])=[C:11]([F:27])[CH:10]=1)#[N:2].[O:28]1[CH2:33][CH2:32][CH:31]([NH:34][C:35]2[NH:39][CH:38]=[N:37][N:36]=2)[CH2:30][CH2:29]1. (10) Given the product [CH3:1][O:2][C:3]1[CH:4]=[C:5]2[C:9](=[CH:10][CH:11]=1)[CH2:8][CH:7]([N:13]1[CH2:18][CH2:17][CH2:16][CH2:15][CH2:14]1)[CH2:6]2, predict the reactants needed to synthesize it. The reactants are: [CH3:1][O:2][C:3]1[CH:4]=[C:5]2[C:9](=[CH:10][CH:11]=1)[CH2:8][C:7](=O)[CH2:6]2.[NH:13]1[CH2:18][CH2:17][CH2:16][CH2:15][CH2:14]1.C(O[BH-](OC(=O)C)OC(=O)C)(=O)C.[Na+].